Dataset: Full USPTO retrosynthesis dataset with 1.9M reactions from patents (1976-2016). Task: Predict the reactants needed to synthesize the given product. Given the product [CH3:26][O:27][C:28]1[CH:33]=[C:32]([O:34][CH3:35])[N:31]=[C:30]([N:36]2[CH2:37][CH2:38][N:39]([CH2:12][CH2:13][CH2:14][C:15]3[C:23]4[C:18](=[CH:19][CH:20]=[C:21]([C:24]#[N:25])[CH:22]=4)[NH:17][CH:16]=3)[CH2:40][CH2:41]2)[N:29]=1, predict the reactants needed to synthesize it. The reactants are: CC1C=CC(S(O[CH2:12][CH2:13][CH2:14][C:15]2[C:23]3[C:18](=[CH:19][CH:20]=[C:21]([C:24]#[N:25])[CH:22]=3)[NH:17][CH:16]=2)(=O)=O)=CC=1.[CH3:26][O:27][C:28]1[CH:33]=[C:32]([O:34][CH3:35])[N:31]=[C:30]([N:36]2[CH2:41][CH2:40][NH:39][CH2:38][CH2:37]2)[N:29]=1.C(=O)([O-])[O-].[K+].[K+].[I-].[K+].